This data is from Peptide-MHC class II binding affinity with 134,281 pairs from IEDB. The task is: Regression. Given a peptide amino acid sequence and an MHC pseudo amino acid sequence, predict their binding affinity value. This is MHC class II binding data. The peptide sequence is MYYVSGARSNVTFTVK. The MHC is DRB4_0103 with pseudo-sequence DRB4_0103. The binding affinity (normalized) is 0.475.